This data is from Full USPTO retrosynthesis dataset with 1.9M reactions from patents (1976-2016). The task is: Predict the reactants needed to synthesize the given product. (1) The reactants are: [Cl:1][C:2]1[CH:3]=[N:4][C:5]([N:11]2[CH2:14][CH:13]([O:15][C:16]3[CH:21]=[CH:20][CH:19]=[C:18]([C:22]([F:25])([F:24])[F:23])[CH:17]=3)[CH2:12]2)=[C:6]([CH:10]=1)[C:7](O)=[O:8].Cl.[NH2:27][C:28]1([C:31]2[CH:40]=[CH:39][C:34]([C:35]([O:37][CH3:38])=[O:36])=[CH:33][CH:32]=2)[CH2:30][CH2:29]1. Given the product [Cl:1][C:2]1[CH:3]=[N:4][C:5]([N:11]2[CH2:14][CH:13]([O:15][C:16]3[CH:21]=[CH:20][CH:19]=[C:18]([C:22]([F:23])([F:25])[F:24])[CH:17]=3)[CH2:12]2)=[C:6]([CH:10]=1)[C:7]([NH:27][C:28]1([C:31]2[CH:40]=[CH:39][C:34]([C:35]([O:37][CH3:38])=[O:36])=[CH:33][CH:32]=2)[CH2:30][CH2:29]1)=[O:8], predict the reactants needed to synthesize it. (2) Given the product [CH3:1][O:2][C:3]1[CH:4]=[C:5]([CH2:9][CH2:10][C:11]2[NH:22][N:21]=[C:15]([NH2:17])[CH:16]=2)[CH:6]=[N:7][CH:8]=1, predict the reactants needed to synthesize it. The reactants are: [CH3:1][O:2][C:3]1[CH:4]=[C:5]([CH2:9][CH2:10][C:11](OC)=O)[CH:6]=[N:7][CH:8]=1.[C:15](#[N:17])[CH3:16].[H-].[Na+].Cl.[NH2:21][NH2:22].